From a dataset of Forward reaction prediction with 1.9M reactions from USPTO patents (1976-2016). Predict the product of the given reaction. Given the reactants [OH:1][C:2]1[CH:9]=[CH:8][C:5]([CH:6]=[O:7])=[CH:4][CH:3]=1.[H-].[Na+].Cl[CH2:13][C:14]#[N:15].[Cl-].[NH4+], predict the reaction product. The product is: [CH:6]([C:5]1[CH:8]=[CH:9][C:2]([O:1][CH2:13][C:14]#[N:15])=[CH:3][CH:4]=1)=[O:7].